This data is from Forward reaction prediction with 1.9M reactions from USPTO patents (1976-2016). The task is: Predict the product of the given reaction. (1) The product is: [F:1][C:2]1[CH:7]=[C:6]([F:8])[CH:5]=[CH:4][C:3]=1[C@:9]12[CH2:18][O:17][C@@H:16]([C:19]3[O:20][C:21]([CH3:24])=[CH:22][N:23]=3)[CH2:15][C@H:14]1[CH2:13][S:12][C:11]([NH2:25])=[N:10]2. Given the reactants [F:1][C:2]1[CH:7]=[C:6]([F:8])[CH:5]=[CH:4][C:3]=1[C@:9]12[CH2:18][O:17][C@@H:16]([C:19]3[O:20][C:21]([CH3:24])=[CH:22][N:23]=3)[CH2:15][C@H:14]1[CH2:13][S:12][C:11]([NH:25]C(=O)C1C=CC=CC=1)=[N:10]2.FC1C=C(F)C=CC=1[C@]12CO[C@@H](C3OC=CN=3)C[C@H]1CSC(N)=N2, predict the reaction product. (2) Given the reactants [ClH:1].C(OC([N:9]1[CH2:14][CH2:13][CH:12]([C:15]([N:17]2[CH2:26][CH2:25][C:24]3[C:19](=[CH:20][C:21]([O:29][CH3:30])=[C:22]([O:27][CH3:28])[CH:23]=3)[CH2:18]2)=[O:16])[CH2:11][CH2:10]1)=O)(C)(C)C, predict the reaction product. The product is: [ClH:1].[CH3:28][O:27][C:22]1[CH:23]=[C:24]2[C:19](=[CH:20][C:21]=1[O:29][CH3:30])[CH2:18][N:17]([C:15]([CH:12]1[CH2:13][CH2:14][NH:9][CH2:10][CH2:11]1)=[O:16])[CH2:26][CH2:25]2. (3) Given the reactants Cl[C:2]1[C:7]([Cl:8])=[CH:6][N:5]=[C:4]([NH2:9])[C:3]=1[F:10].[O:11]=[C:12]1[C:16]2([CH2:21][CH2:20][N:19](C(OC(C)(C)C)=O)[CH2:18][CH2:17]2)[CH2:15][CH2:14][NH:13]1.C(N(CC)CC)C, predict the reaction product. The product is: [NH2:9][C:4]1[C:3]([F:10])=[C:2]([N:19]2[CH2:20][CH2:21][C:16]3([C:12](=[O:11])[NH:13][CH2:14][CH2:15]3)[CH2:17][CH2:18]2)[C:7]([Cl:8])=[CH:6][N:5]=1. (4) Given the reactants [S:1]1[C:5]2[CH:6]=[CH:7][CH:8]=[CH:9][C:4]=2[CH:3]=[C:2]1[CH2:10][O:11][CH2:12][C:13]1[O:17][N:16]=[C:15]([C:18]([O:20]CC)=[O:19])[CH:14]=1.[OH-].[Na+], predict the reaction product. The product is: [S:1]1[C:5]2[CH:6]=[CH:7][CH:8]=[CH:9][C:4]=2[CH:3]=[C:2]1[CH2:10][O:11][CH2:12][C:13]1[O:17][N:16]=[C:15]([C:18]([OH:20])=[O:19])[CH:14]=1. (5) Given the reactants [Cl:1][C:2]1[C:8]([Cl:9])=[CH:7][CH:6]=[CH:5][C:3]=1N.[C:10](Cl)([CH3:12])=[O:11].[N:14]1C=CC=CC=1, predict the reaction product. The product is: [Cl:1][C:2]1[C:8]([Cl:9])=[CH:7][CH:6]=[CH:5][C:3]=1[CH2:12][C:10]([NH2:14])=[O:11]. (6) Given the reactants [NH2:1][NH2:2].[CH3:3][N:4]([CH3:25])[S:5]([N:8]1[CH:12]=[C:11]([CH2:13][C:14]([CH3:18])([CH3:17])[CH2:15][CH3:16])[N:10]=[C:9]1[CH2:19][CH2:20][C:21](OC)=[O:22])(=[O:7])=[O:6], predict the reaction product. The product is: [CH3:17][C:14]([CH3:18])([CH2:15][CH3:16])[CH2:13][C:11]1[N:10]=[C:9]([CH2:19][CH2:20][C:21]([NH:1][NH2:2])=[O:22])[N:8]([S:5]([N:4]([CH3:25])[CH3:3])(=[O:7])=[O:6])[CH:12]=1. (7) Given the reactants [C:1]([NH:5][C:6]1[C:11](I)=[CH:10][N:9]=[C:8]([Cl:13])[N:7]=1)([CH3:4])([CH3:3])[CH3:2].[Cl:14][C:15]1[CH:20]=[CH:19][CH:18]=[C:17]([Cl:21])[C:16]=1[C:22]#[CH:23].CCN(C(C)C)C(C)C.O, predict the reaction product. The product is: [C:1]([NH:5][C:6]1[C:11]([C:23]#[C:22][C:16]2[C:15]([Cl:14])=[CH:20][CH:19]=[CH:18][C:17]=2[Cl:21])=[CH:10][N:9]=[C:8]([Cl:13])[N:7]=1)([CH3:4])([CH3:3])[CH3:2]. (8) Given the reactants [CH3:1][S:2][C:3]1[CH:4]=[C:5]([CH:9]([OH:18])[C:10]2[N:11]=[CH:12][N:13]3[CH:17]=[CH:16][S:15][C:14]=23)[CH:6]=[N:7][CH:8]=1.[CH2:19]([Sn:23](Cl)([CH2:28][CH2:29][CH2:30][CH3:31])[CH2:24][CH2:25][CH2:26][CH3:27])[CH2:20][CH2:21][CH3:22].C[Si]([N-][Si](C)(C)C)(C)C.[Li+].C1COCC1, predict the reaction product. The product is: [CH3:1][S:2][C:3]1[CH:4]=[C:5]([C:9]([C:10]2[N:11]=[CH:12][N:13]3[CH:17]=[C:16]([Sn:23]([CH2:24][CH2:25][CH2:26][CH3:27])([CH2:28][CH2:29][CH2:30][CH3:31])[CH2:19][CH2:20][CH2:21][CH3:22])[S:15][C:14]=23)=[O:18])[CH:6]=[N:7][CH:8]=1. (9) The product is: [Br:1][C:2]1[C:3]([F:12])=[C:4]2[C:10]([NH:11][C:19]([C:16]3[CH:15]=[C:14]([CH3:13])[O:18][N:17]=3)=[O:20])=[CH:9][NH:8][C:5]2=[N:6][CH:7]=1. Given the reactants [Br:1][C:2]1[C:3]([F:12])=[C:4]2[C:10]([NH2:11])=[CH:9][NH:8][C:5]2=[N:6][CH:7]=1.[CH3:13][C:14]1[O:18][N:17]=[C:16]([C:19](O)=[O:20])[CH:15]=1.C(N(CC)CC)C.C1N(P(Cl)(N2C(=O)OCC2)=O)C(=O)OC1.[Li+].[OH-], predict the reaction product. (10) Given the reactants [CH:1]12[CH2:7][CH:6]1[CH2:5][CH2:4][CH:3]([CH:8]=O)[CH2:2]2.[NH2:10][OH:11], predict the reaction product. The product is: [CH:1]12[CH2:7][CH:6]1[CH2:5][CH2:4][CH:3]([CH:8]=[N:10][OH:11])[CH2:2]2.